Predict the product of the given reaction. From a dataset of Forward reaction prediction with 1.9M reactions from USPTO patents (1976-2016). (1) Given the reactants C1(P([N:15]=[N+:16]=[N-:17])(C2C=CC=CC=2)=O)C=CC=CC=1.[CH3:18][C:19]1[CH:20]=[CH:21][C:22]([N:26]2[N:49]=[C:48]([CH3:50])/[C:29](=[N:30]/[NH:31][C:32]3[CH:33]=[CH:34][CH:35]=[C:36]([C:39]4[CH:40]=[CH:41][CH:42]=[C:43](C(O)=O)[CH:44]=4)[C:37]=3[OH:38])/[C:27]2=[O:28])=[CH:23][C:24]=1[CH3:25].CC[N:53]([CH2:56]C)CC.[OH2:58], predict the reaction product. The product is: [CH3:25][C:24]1[CH:23]=[C:22]([N:26]2[C:27](=[O:28])/[C:29](=[N:30]\[NH:31][C:32]3[C:37]([OH:38])=[C:36]([C:39]4[CH:40]=[CH:41][CH:42]=[C:43]([N:15]5[C:56](=[O:58])[NH:53][N:17]=[N:16]5)[CH:44]=4)[CH:35]=[CH:34][CH:33]=3)/[C:48]([CH3:50])=[N:49]2)[CH:21]=[CH:20][C:19]=1[CH3:18]. (2) Given the reactants [NH2:1][C:2]1[C:3]([C:24](=[S:26])[NH2:25])=[N:4][C:5]([C:14]2[CH:19]=[CH:18][C:17](=[O:20])[N:16]([CH:21]([CH3:23])[CH3:22])[N:15]=2)=[C:6]([C:8]2[CH:13]=[CH:12][CH:11]=[CH:10][CH:9]=2)[N:7]=1.Cl[CH2:28][C:29]([CH3:31])=O.C([O-])(O)=O.[Na+].O, predict the reaction product. The product is: [NH2:1][C:2]1[N:7]=[C:6]([C:8]2[CH:9]=[CH:10][CH:11]=[CH:12][CH:13]=2)[C:5]([C:14]2[CH:19]=[CH:18][C:17](=[O:20])[N:16]([CH:21]([CH3:23])[CH3:22])[N:15]=2)=[N:4][C:3]=1[C:24]1[S:26][CH:28]=[C:29]([CH3:31])[N:25]=1. (3) Given the reactants [CH3:1][C:2]1[C:6]([N+:7]([O-:9])=[O:8])=[CH:5][N:4]([C:10]2[CH:15]=[CH:14][C:13]([S:16]([CH3:19])(=[O:18])=[O:17])=[CH:12][CH:11]=2)[N:3]=1.[CH3:20][C:21]1[N:25]([C:26]2[CH:31]=[CH:30][C:29]([S:32]([CH3:35])(=[O:34])=[O:33])=[CH:28][CH:27]=2)[N:24]=[CH:23][C:22]=1[N+:36]([O-:38])=[O:37], predict the reaction product. The product is: [CH3:20][C:21]1[N:25]([C:26]2[CH:27]=[CH:28][C:29]([S:32]([CH3:35])(=[O:34])=[O:33])=[CH:30][CH:31]=2)[N:24]=[CH:23][C:22]=1[N+:36]([O-:38])=[O:37].[CH3:1][C:2]1[C:6]([N+:7]([O-:9])=[O:8])=[CH:5][N:4]([C:10]2[CH:11]=[CH:12][C:13]([S:16]([CH3:19])(=[O:18])=[O:17])=[CH:14][CH:15]=2)[N:3]=1. (4) Given the reactants [NH2:1][C:2]1[C:15]2[C:6](=[CH:7][C:8]3[C:9]4[C:14]=2[C:13](=[O:16])[N:12]([CH2:17][CH2:18][N:19]([CH3:21])[CH3:20])[C:11](=[O:22])[C:10]=4[CH:23]=[CH:24][CH:25]=3)[CH:5]=[CH:4][CH:3]=1.ClCCl.Cl[C:30]([O:32][CH3:33])=[O:31].C(N(CC)CC)C, predict the reaction product. The product is: [CH3:21][N:19]([CH3:20])[CH2:18][CH2:17][N:12]1[C:11](=[O:22])[C:10]2[CH:23]=[CH:24][CH:25]=[C:8]3[C:9]=2[C:14](=[C:15]2[C:2]([NH:1][C:30](=[O:31])[O:32][CH3:33])=[CH:3][CH:4]=[CH:5][C:6]2=[CH:7]3)[C:13]1=[O:16]. (5) Given the reactants CS([O:5][C:6]1[CH:11]=[CH:10][C:9]([C:12](=[O:39])[CH:13]([N:15]([CH2:32][C:33]2[CH:38]=[CH:37][CH:36]=[CH:35][CH:34]=2)[CH2:16][CH2:17][C:18]2[CH:23]=[CH:22][C:21]([O:24][CH2:25][C:26]3[CH:31]=[CH:30][CH:29]=[CH:28][CH:27]=3)=[CH:20][CH:19]=2)[CH3:14])=[CH:8][CH:7]=1)(=O)=O.O.[OH-].[K+].Cl, predict the reaction product. The product is: [CH2:32]([N:15]([CH2:16][CH2:17][C:18]1[CH:19]=[CH:20][C:21]([O:24][CH2:25][C:26]2[CH:27]=[CH:28][CH:29]=[CH:30][CH:31]=2)=[CH:22][CH:23]=1)[CH:13]([CH3:14])[C:12]([C:9]1[CH:10]=[CH:11][C:6]([OH:5])=[CH:7][CH:8]=1)=[O:39])[C:33]1[CH:38]=[CH:37][CH:36]=[CH:35][CH:34]=1. (6) Given the reactants Br[C:2]1[CH:15]=[CH:14][C:5]2[S:6][C:7]3[CH:12]=[CH:11][C:10](Br)=[CH:9][C:8]=3[C:4]=2[CH:3]=1.[CH:16]([Li])([CH2:18][CH3:19])[CH3:17].[CH:21]1[C:34]2[C:33](=[O:35])[C:32]3[C:27](=[CH:28][CH:29]=[CH:30][CH:31]=3)[O:26][C:25]=2[CH:24]=[CH:23][CH:22]=1, predict the reaction product. The product is: [CH:17]1[C:32]2[C:33]([C:2]3[CH:15]=[CH:14][C:5]4[S:6][C:7]5[CH:12]=[CH:11][C:10]([C:33]6([OH:35])[C:34]7[CH:21]=[CH:22][CH:23]=[CH:24][C:25]=7[O:26][C:27]7[C:32]6=[CH:31][CH:30]=[CH:29][CH:28]=7)=[CH:9][C:8]=5[C:4]=4[CH:3]=3)([OH:35])[C:34]3[C:25](=[CH:24][CH:23]=[CH:22][CH:21]=3)[O:26][C:27]=2[CH:19]=[CH:18][CH:16]=1. (7) The product is: [NH2:12][C:11]1[CH2:10][S:8][C:3]2[CH:4]=[CH:5][CH:6]=[CH:7][C:2]=2[N:1]=1. Given the reactants [NH2:1][C:2]1[CH:7]=[CH:6][CH:5]=[CH:4][C:3]=1[SH:8].Cl[CH2:10][C:11]#[N:12], predict the reaction product. (8) Given the reactants Br[C:2]1[CH:3]=[C:4]2[C:9](=[CH:10][CH:11]=1)[N:8]=[C:7]([C:12]1[CH:17]=[CH:16][CH:15]=[CH:14][CH:13]=1)[C:6]([O:18][CH3:19])=[CH:5]2.[Li]CCCC.[CH3:25][C:26]1[S:27][C:28]([C:32]([C:34]2[N:38]([CH3:39])[N:37]=[N:36][CH:35]=2)=[O:33])=[C:29]([CH3:31])[N:30]=1, predict the reaction product. The product is: [CH3:25][C:26]1[S:27][C:28]([C:32]([C:2]2[CH:3]=[C:4]3[C:9](=[CH:10][CH:11]=2)[N:8]=[C:7]([C:12]2[CH:17]=[CH:16][CH:15]=[CH:14][CH:13]=2)[C:6]([O:18][CH3:19])=[CH:5]3)([C:34]2[N:38]([CH3:39])[N:37]=[N:36][CH:35]=2)[OH:33])=[C:29]([CH3:31])[N:30]=1. (9) The product is: [CH2:24]([O:26][C:27]([C:29]1[C:38](=[O:39])[C:37]2[C:32](=[C:33]([C:23]#[C:22][CH2:21][C@@H:9]3[CH2:10][C@H:11]([NH:13][C:14]([O:16][C:17]([CH3:20])([CH3:19])[CH3:18])=[O:15])[CH2:12][N:8]3[C:6]([O:5][C:1]([CH3:4])([CH3:3])[CH3:2])=[O:7])[C:34]([F:41])=[C:35]([F:40])[CH:36]=2)[N:31]([CH:50]2[CH2:51][CH2:52]2)[CH:30]=1)=[O:28])[CH3:25]. Given the reactants [C:1]([O:5][C:6]([N:8]1[CH2:12][C@@H:11]([NH:13][C:14]([O:16][C:17]([CH3:20])([CH3:19])[CH3:18])=[O:15])[CH2:10][C@H:9]1[CH2:21][C:22]#[CH:23])=[O:7])([CH3:4])([CH3:3])[CH3:2].[CH2:24]([O:26][C:27]([C:29]1[C:38](=[O:39])[C:37]2[C:32](=[C:33](OS(C(F)(F)F)(=O)=O)[C:34]([F:41])=[C:35]([F:40])[CH:36]=2)[N:31]([CH:50]2[CH2:52][CH2:51]2)[CH:30]=1)=[O:28])[CH3:25].C1(P(C2C=CC=CC=2)C2C=CC=CC=2)C=CC=CC=1.C(N(CC)C(C)C)(C)C, predict the reaction product. (10) The product is: [NH:35]1[C:31]2=[N:32][CH:33]=[N:34][C:29]([NH:20][CH:18]([C:4]3[O:3][C:2](=[O:1])[C:11]4[C:6]([C:5]=3[C:12]3[CH:17]=[CH:16][CH:15]=[CH:14][CH:13]=3)=[CH:7][CH:8]=[CH:9][CH:10]=4)[CH3:19])=[C:30]2[CH:37]=[N:36]1. Given the reactants [O:1]=[C:2]1[C:11]2[C:6](=[CH:7][CH:8]=[CH:9][CH:10]=2)[C:5]([C:12]2[CH:17]=[CH:16][CH:15]=[CH:14][CH:13]=2)=[C:4]([CH:18]([NH:20]C(=O)OC(C)(C)C)[CH3:19])[O:3]1.Cl[C:29]1[N:34]=[CH:33][N:32]=[C:31]2[NH:35][N:36]=[CH:37][C:30]=12.CCN(C(C)C)C(C)C, predict the reaction product.